This data is from Forward reaction prediction with 1.9M reactions from USPTO patents (1976-2016). The task is: Predict the product of the given reaction. (1) The product is: [Cl:1][C:2]1[C:7]([C:8]([F:11])([F:9])[F:10])=[CH:6][CH:5]=[CH:4][C:3]=1[C:12]([N:14]1[CH2:19][CH2:18][N:17]([CH2:20][CH2:21][O:24][CH3:23])[C:16](=[O:22])[CH2:15]1)=[O:13]. Given the reactants [Cl:1][C:2]1[C:7]([C:8]([F:11])([F:10])[F:9])=[CH:6][CH:5]=[CH:4][C:3]=1[C:12]([N:14]1[CH2:19][CH2:18][N:17]([CH2:20][CH3:21])[C:16](=[O:22])[CH2:15]1)=[O:13].[CH3:23][O:24]CCBr, predict the reaction product. (2) The product is: [C:1]1([C:7]2[CH:27]=[CH:26][CH:25]=[CH:24][C:8]=2[O:9][C:10]2[CH:11]=[C:12]([N:16]([CH2:17][C:18]3[CH:19]=[N:20][CH:21]=[CH:22][CH:23]=3)[S:30]([CH2:28][CH3:29])(=[O:32])=[O:31])[CH:13]=[CH:14][CH:15]=2)[CH:2]=[CH:3][CH:4]=[CH:5][CH:6]=1. Given the reactants [C:1]1([C:7]2[CH:27]=[CH:26][CH:25]=[CH:24][C:8]=2[O:9][C:10]2[CH:11]=[C:12]([NH:16][CH2:17][C:18]3[CH:19]=[N:20][CH:21]=[CH:22][CH:23]=3)[CH:13]=[CH:14][CH:15]=2)[CH:6]=[CH:5][CH:4]=[CH:3][CH:2]=1.[CH2:28]([S:30](Cl)(=[O:32])=[O:31])[CH3:29], predict the reaction product. (3) Given the reactants [CH3:1][C:2]1[C:10]2[C:5](=[CH:6][C:7]([NH2:11])=[CH:8][CH:9]=2)[NH:4][N:3]=1.[Cl:12][C:13]1[N:18]=[CH:17][N:16]=[C:15]([NH:19][C:20]2[CH:25]=[CH:24][CH:23]=[C:22]([CH2:26][S:27]([CH3:30])(=[O:29])=[O:28])[CH:21]=2)[N:14]=1, predict the reaction product. The product is: [ClH:12].[CH3:1][C:2]1[C:10]2[C:5](=[CH:6][C:7]([NH:11][C:17]3[N:16]=[C:15]([NH:19][C:20]4[CH:25]=[CH:24][CH:23]=[C:22]([CH2:26][S:27]([CH3:30])(=[O:28])=[O:29])[CH:21]=4)[N:14]=[CH:13][N:18]=3)=[CH:8][CH:9]=2)[NH:4][N:3]=1.